From a dataset of Full USPTO retrosynthesis dataset with 1.9M reactions from patents (1976-2016). Predict the reactants needed to synthesize the given product. (1) Given the product [Cl:22][C:23]1[CH:24]=[C:25]([CH2:29][CH2:30][NH:31][C:16]([C:13]([CH3:14])([O:12][C:8]2[CH:7]=[C:6]([CH2:5][C@H:4]([O:19][CH3:20])[C:3]([OH:2])=[O:21])[CH:11]=[CH:10][CH:9]=2)[CH3:15])=[O:18])[CH:26]=[CH:27][CH:28]=1, predict the reactants needed to synthesize it. The reactants are: C[O:2][C:3](=[O:21])[C@@H:4]([O:19][CH3:20])[CH2:5][C:6]1[CH:11]=[CH:10][CH:9]=[C:8]([O:12][C:13]([C:16]([OH:18])=O)([CH3:15])[CH3:14])[CH:7]=1.[Cl:22][C:23]1[CH:24]=[C:25]([CH2:29][CH2:30][NH2:31])[CH:26]=[CH:27][CH:28]=1.C(O[C@@H](CC1C=CC(O[C@@H](C(=O)NCCC2C=CC(OC3C=CC=CC=3)=CC=2)C)=CC=1)C(O)=O)C. (2) Given the product [CH2:17]([C:19]1[CH:20]=[CH:21][C:22]([CH2:25][CH2:26][N:27]([CH2:35][CH2:36][CH2:37][S:38][CH2:39][CH2:40][NH:2][CH2:3][C@H:4]([OH:5])[C:6]2[C:14]3[S:13][C:12](=[O:15])[NH:11][C:10]=3[C:9]([OH:16])=[CH:8][CH:7]=2)[C:28](=[O:34])[O:29][C:30]([CH3:33])([CH3:31])[CH3:32])=[CH:23][CH:24]=1)[CH3:18], predict the reactants needed to synthesize it. The reactants are: Cl.[NH2:2][CH2:3][C@@H:4]([C:6]1[C:14]2[S:13][C:12](=[O:15])[NH:11][C:10]=2[C:9]([OH:16])=[CH:8][CH:7]=1)[OH:5].[CH2:17]([C:19]1[CH:24]=[CH:23][C:22]([CH2:25][CH2:26][N:27]([CH2:35][CH2:36][CH2:37][S:38][CH2:39][CH:40]=O)[C:28](=[O:34])[O:29][C:30]([CH3:33])([CH3:32])[CH3:31])=[CH:21][CH:20]=1)[CH3:18]. (3) Given the product [C:28]([O:1][CH2:2][C:3]1([CH2:16][O:17][C:23](=[O:35])[CH3:24])[CH2:8][CH2:7][N:6]([C:9]([O:11][C:12]([CH3:13])([CH3:14])[CH3:15])=[O:10])[CH2:5][CH2:4]1)(=[O:30])[CH3:29], predict the reactants needed to synthesize it. The reactants are: [OH:1][CH2:2][C:3]1([CH2:16][OH:17])[CH2:8][CH2:7][N:6]([C:9]([O:11][C:12]([CH3:15])([CH3:14])[CH3:13])=[O:10])[CH2:5][CH2:4]1.C(N([CH2:23][CH3:24])CC)C.ClCCl.[C:28](OC(=O)C)(=[O:30])[CH3:29].[OH2:35]. (4) Given the product [Cl:8][C:7]1[C:2]([C:14]2[CH:15]=[CH:16][C:11]([CH:9]=[O:10])=[CH:12][CH:13]=2)=[N:3][CH:4]=[CH:5][CH:6]=1, predict the reactants needed to synthesize it. The reactants are: Cl[C:2]1[C:7]([Cl:8])=[CH:6][CH:5]=[CH:4][N:3]=1.[CH:9]([C:11]1[CH:16]=[CH:15][C:14](B(O)O)=[CH:13][CH:12]=1)=[O:10].C(=O)([O-])[O-].[Na+].[Na+]. (5) Given the product [N:34]1([C:30](=[O:31])[CH2:29][O:28][C:26]2[CH:25]=[CH:24][CH:23]=[C:22]3[C:27]=2[C:18]([NH:17][C:13]2[CH:12]=[C:11]4[C:16](=[CH:15][CH:14]=2)[N:8]([CH2:7][C:2]2[CH:3]=[CH:4][CH:5]=[CH:6][N:1]=2)[N:9]=[CH:10]4)=[N:19][CH:20]=[N:21]3)[CH2:39][CH2:38][O:37][CH2:36][CH2:35]1, predict the reactants needed to synthesize it. The reactants are: [N:1]1[CH:6]=[CH:5][CH:4]=[CH:3][C:2]=1[CH2:7][N:8]1[C:16]2[C:11](=[CH:12][C:13]([NH:17][C:18]3[C:27]4[C:22](=[CH:23][CH:24]=[CH:25][C:26]=4[O:28][CH2:29][C:30](OC)=[O:31])[N:21]=[CH:20][N:19]=3)=[CH:14][CH:15]=2)[CH:10]=[N:9]1.[NH:34]1[CH2:39][CH2:38][O:37][CH2:36][CH2:35]1.